From a dataset of Full USPTO retrosynthesis dataset with 1.9M reactions from patents (1976-2016). Predict the reactants needed to synthesize the given product. (1) Given the product [O:1]1[CH2:6][CH2:5][O:4][CH2:3][CH:2]1[CH2:7][N:8]1[CH2:9][CH2:10][C:11]2[CH:18]=[C:17]([O:19][CH3:20])[C:16]([NH2:21])=[CH:15][C:12]=2[CH2:13][CH2:14]1, predict the reactants needed to synthesize it. The reactants are: [O:1]1[CH2:6][CH2:5][O:4][CH2:3][CH:2]1[CH2:7][N:8]1[CH2:14][CH2:13][C:12]2[CH:15]=[C:16]([N+:21]([O-])=O)[C:17]([O:19][CH3:20])=[CH:18][C:11]=2[CH2:10][CH2:9]1. (2) Given the product [Si:1]([O:8][C@@H:9]1[CH2:10][C@@H:11]([NH:23][C:24]2[CH:29]=[C:28]([NH:30][C@H:31]3[C:39]4[C:34](=[CH:35][CH:36]=[CH:37][CH:38]=4)[CH2:33][C@H:32]3[O:40][CH3:41])[N:27]=[CH:26][N:25]=2)[CH2:12][C@@H:13]1[CH2:14][OH:15])([C:4]([CH3:7])([CH3:5])[CH3:6])([CH3:3])[CH3:2], predict the reactants needed to synthesize it. The reactants are: [Si:1]([O:8][C@@H:9]1[C@H:13]([CH2:14][O:15][Si](C(C)(C)C)(C)C)[CH2:12][C@@H:11]([NH:23][C:24]2[CH:29]=[C:28]([NH:30][C@@H:31]3[C:39]4[C:34](=[CH:35][CH:36]=[CH:37][CH:38]=4)[CH2:33][C@@H:32]3[O:40][CH3:41])[N:27]=[CH:26][N:25]=2)[CH2:10]1)([C:4]([CH3:7])([CH3:6])[CH3:5])([CH3:3])[CH3:2].CC(O)=O. (3) The reactants are: C(OC([N:8]1[CH2:14][CH2:13][CH2:12][N:11]([C:15](=[O:33])[C:16]2[CH:21]=[CH:20][C:19](/[CH:22]=[CH:23]/[C:24]3[C:32]4[C:27](=[CH:28][CH:29]=[CH:30][CH:31]=4)[NH:26][N:25]=3)=[CH:18][CH:17]=2)[CH2:10][CH2:9]1)=O)(C)(C)C.[ClH:34].CO. Given the product [ClH:34].[ClH:34].[NH:26]1[C:27]2[C:32](=[CH:31][CH:30]=[CH:29][CH:28]=2)[C:24](/[CH:23]=[CH:22]/[C:19]2[CH:18]=[CH:17][C:16]([C:15]([N:11]3[CH2:12][CH2:13][CH2:14][NH:8][CH2:9][CH2:10]3)=[O:33])=[CH:21][CH:20]=2)=[N:25]1, predict the reactants needed to synthesize it. (4) Given the product [NH2:25][C:24]1[N:23]=[CH:22][N:21]=[C:20]2[N:16]([CH2:15][CH2:14][NH:13][C:8](=[O:11])[CH:9]=[CH2:10])[N:17]=[C:18]([C:26]3[CH:31]=[CH:30][C:29]([O:32][C:33]4[C:38]([F:39])=[C:37]([F:40])[CH:36]=[C:35]([F:41])[C:34]=4[F:42])=[CH:28][C:27]=3[F:43])[C:19]=12, predict the reactants needed to synthesize it. The reactants are: C(N(CC)CC)C.[C:8](Cl)(=[O:11])[CH:9]=[CH2:10].[NH2:13][CH2:14][CH2:15][N:16]1[C:20]2=[N:21][CH:22]=[N:23][C:24]([NH2:25])=[C:19]2[C:18]([C:26]2[CH:31]=[CH:30][C:29]([O:32][C:33]3[C:38]([F:39])=[C:37]([F:40])[CH:36]=[C:35]([F:41])[C:34]=3[F:42])=[CH:28][C:27]=2[F:43])=[N:17]1.C(#N)C.O. (5) Given the product [CH3:1][C:2]1[CH:7]=[C:6]([CH3:8])[CH:5]=[CH:4][C:3]=1[N:9]1[CH2:14][CH2:13][N:12]([CH2:15][CH2:16][NH:17][CH2:30][C:21]2[CH:20]=[C:19]([CH3:18])[N:23]([C:24]3[CH:29]=[CH:28][CH:27]=[CH:26][CH:25]=3)[N:22]=2)[CH2:11][CH2:10]1, predict the reactants needed to synthesize it. The reactants are: [CH3:1][C:2]1[CH:7]=[C:6]([CH3:8])[CH:5]=[CH:4][C:3]=1[N:9]1[CH2:14][CH2:13][N:12]([CH2:15][CH2:16][NH2:17])[CH2:11][CH2:10]1.[CH3:18][C:19]1[N:23]([C:24]2[CH:29]=[CH:28][CH:27]=[CH:26][CH:25]=2)[N:22]=[C:21]([CH:30]=O)[CH:20]=1. (6) Given the product [CH3:13][O:12][C:8]1[CH:7]=[C:6]2[C:11](=[CH:10][CH:9]=1)[C:2]([C:21]1[CH:26]=[CH:25][C:24]([CH3:27])=[CH:23][CH:22]=1)=[N:3][C:4]([NH:14][C:15]1[CH:19]=[CH:18][NH:17][N:16]=1)=[CH:5]2, predict the reactants needed to synthesize it. The reactants are: Cl[C:2]1[C:11]2[C:6](=[CH:7][C:8]([O:12][CH3:13])=[CH:9][CH:10]=2)[CH:5]=[C:4]([NH:14][C:15]2[CH:19]=[CH:18][NH:17][N:16]=2)[N:3]=1.B(O)(O)[C:21]1[CH:22]=[CH:23][C:24]([CH3:27])=[CH:25][CH:26]=1.